Dataset: Forward reaction prediction with 1.9M reactions from USPTO patents (1976-2016). Task: Predict the product of the given reaction. Given the reactants [Cl:1][C:2]1[CH:7]=[CH:6][C:5]([C:8]2[C:9]([C@@H:14]([NH:24][C:25](=[O:45])[CH2:26][C:27]3[C:35]4[C:30](=[CH:31][CH:32]=[C:33]([CH2:36][NH:37]C(=O)OC(C)(C)C)[CH:34]=4)[NH:29][CH:28]=3)[CH2:15][C:16]3[CH:21]=[C:20]([F:22])[CH:19]=[C:18]([F:23])[CH:17]=3)=[N:10][CH:11]=[CH:12][CH:13]=2)=[CH:4][CH:3]=1.C(O)(C(F)(F)F)=O.C(Cl)Cl, predict the reaction product. The product is: [NH2:37][CH2:36][C:33]1[CH:34]=[C:35]2[C:30](=[CH:31][CH:32]=1)[NH:29][CH:28]=[C:27]2[CH2:26][C:25]([NH:24][C@H:14]([C:9]1[C:8]([C:5]2[CH:4]=[CH:3][C:2]([Cl:1])=[CH:7][CH:6]=2)=[CH:13][CH:12]=[CH:11][N:10]=1)[CH2:15][C:16]1[CH:17]=[C:18]([F:23])[CH:19]=[C:20]([F:22])[CH:21]=1)=[O:45].